Task: Regression. Given a target protein amino acid sequence and a drug SMILES string, predict the binding affinity score between them. We predict pIC50 (pIC50 = -log10(IC50 in M); higher means more potent). Dataset: bindingdb_ic50.. Dataset: Drug-target binding data from BindingDB using IC50 measurements The pIC50 is 3.8. The target is SSSEEGLTCRGIPNSISI. The compound is CN(C)c1ccc(/C=C/C(=O)C2CCc3ccccc3C2=O)c([N+](=O)[O-])c1.